The task is: Predict the reactants needed to synthesize the given product.. This data is from Full USPTO retrosynthesis dataset with 1.9M reactions from patents (1976-2016). (1) Given the product [C:44]([C:24]1[CH:25]=[C:26]([NH:27][C:28]([NH:30][C:31]2[CH:32]=[CH:33][C:34]([O:37][C:38]3[CH:43]=[CH:42][N:41]=[CH:40][CH:39]=3)=[CH:35][CH:36]=2)=[O:29])[N:22]([C:19]2[CH:18]=[CH:17][C:16]([C:15]([NH:8][CH2:7][CH2:6][N:1]3[CH2:5][CH2:4][CH2:3][CH2:2]3)=[O:14])=[CH:21][CH:20]=2)[N:23]=1)([CH3:47])([CH3:45])[CH3:46], predict the reactants needed to synthesize it. The reactants are: [N:1]1([CH2:6][CH2:7][NH2:8])[CH2:5][CH2:4][CH2:3][CH2:2]1.C[Al](C)C.C[O:14][C:15](=O)[C:16]1[CH:21]=[CH:20][C:19]([N:22]2[C:26]([NH:27][C:28]([NH:30][C:31]3[CH:36]=[CH:35][C:34]([O:37][C:38]4[CH:43]=[CH:42][N:41]=[CH:40][CH:39]=4)=[CH:33][CH:32]=3)=[O:29])=[CH:25][C:24]([C:44]([CH3:47])([CH3:46])[CH3:45])=[N:23]2)=[CH:18][CH:17]=1. (2) The reactants are: [OH-].[Na+].C([O:5][C:6](=O)/[C:7](=[CH:22]/[C:23]1[CH:28]=[CH:27][C:26]([N:29]2[CH:33]=[C:32]([CH3:34])[N:31]=[CH:30]2)=[C:25]([O:35][CH3:36])[CH:24]=1)/[CH2:8][CH2:9][CH2:10][NH:11][CH:12]1[C:21]2[C:16](=[CH:17][CH:18]=[CH:19][CH:20]=2)[O:15][CH2:14][CH2:13]1)C.Cl. Given the product [O:15]1[C:16]2[C:21](=[CH:20][CH:19]=[CH:18][CH:17]=2)[CH:12]([N:11]2[CH2:10][CH2:9][CH2:8]/[C:7](=[CH:22]\[C:23]3[CH:28]=[CH:27][C:26]([N:29]4[CH:33]=[C:32]([CH3:34])[N:31]=[CH:30]4)=[C:25]([O:35][CH3:36])[CH:24]=3)/[C:6]2=[O:5])[CH2:13][CH2:14]1, predict the reactants needed to synthesize it. (3) Given the product [N:1]1[C:2]2[CH:9]=[CH:8][CH:7]=[CH:6][C:3]=2[NH:12][C:11]=1[NH2:15], predict the reactants needed to synthesize it. The reactants are: [NH2:1][C:2]1[CH:9]=[CH:8][CH:7]=[CH:6][C:3]=1CN.Cl[C:11]1[NH:12]C2C=CC=CC=2[N:15]=1.